Predict which catalyst facilitates the given reaction. From a dataset of Catalyst prediction with 721,799 reactions and 888 catalyst types from USPTO. (1) Reactant: [C:1]1([C:7]2[C:16]3[C:11](=[CH:12][CH:13]=[CH:14][CH:15]=3)[N:10]=[C:9]([C:17]3[CH:22]=[CH:21][C:20]([OH:23])=[CH:19][CH:18]=3)[CH:8]=2)[CH:6]=[CH:5][CH:4]=[CH:3][CH:2]=1.C([O-])([O-])=O.[K+].[K+].Cl[CH2:31][C:32]([NH2:34])=[O:33]. Product: [C:1]1([C:7]2[C:16]3[C:11](=[CH:12][CH:13]=[CH:14][CH:15]=3)[N:10]=[C:9]([C:17]3[CH:18]=[CH:19][C:20]([O:23][CH2:31][C:32]([NH2:34])=[O:33])=[CH:21][CH:22]=3)[CH:8]=2)[CH:6]=[CH:5][CH:4]=[CH:3][CH:2]=1. The catalyst class is: 21. (2) Reactant: [CH:1]1([N:7]2[CH2:11][CH2:10][CH:9]([CH2:12][C:13]3[C:14]([Cl:27])=[C:15]([C:20]4[CH:25]=[CH:24][C:23]([OH:26])=[CH:22][CH:21]=4)[CH:16]=[CH:17][C:18]=3[Cl:19])[C:8]2=[O:28])[CH2:6][CH2:5][CH2:4][CH2:3][CH2:2]1.[I-].[Na+].C(=O)([O-])[O-].[Cs+].[Cs+].Br[CH2:38][CH2:39][CH2:40][C:41]([O:43]C(C)(C)C)=[O:42]. The catalyst class is: 1. Product: [Cl:27][C:14]1[C:13]([CH2:12][CH:9]2[CH2:10][CH2:11][N:7]([CH:1]3[CH2:6][CH2:5][CH2:4][CH2:3][CH2:2]3)[C:8]2=[O:28])=[C:18]([Cl:19])[CH:17]=[CH:16][C:15]=1[C:20]1[CH:25]=[CH:24][C:23]([O:26][CH2:38][CH2:39][CH2:40][C:41]([OH:43])=[O:42])=[CH:22][CH:21]=1.